Task: Predict the product of the given reaction.. Dataset: Forward reaction prediction with 1.9M reactions from USPTO patents (1976-2016) Given the reactants [C:1]([NH:4][CH2:5][C@@H:6]1[O:10][C:9](=[O:11])[N:8]([C:12]2[CH:17]=[CH:16][C:15]([C:18]([O:20]C3C(F)=C(F)C(F)=C(F)C=3F)=O)=[C:14]([F:32])[CH:13]=2)[CH2:7]1)(=[S:3])[CH3:2].[CH3:33][NH2:34], predict the reaction product. The product is: [C:1]([NH:4][CH2:5][C@@H:6]1[O:10][C:9](=[O:11])[N:8]([C:12]2[CH:17]=[CH:16][C:15]([C:18]([NH:34][CH3:33])=[O:20])=[C:14]([F:32])[CH:13]=2)[CH2:7]1)(=[S:3])[CH3:2].